The task is: Predict the reaction yield, written as a fraction of the theoretical maximum amount of product (1.0 means a 100% yield; for example, 0.34 means a 34% yield).. This data is from Reaction yield outcomes from USPTO patents with 853,638 reactions. (1) The reactants are [NH2:1][C:2]1[N:7]=[CH:6][C:5]([S:8]([C:11]2[CH:12]=[C:13]([C:18]([NH2:20])=[O:19])[S:14][C:15]=2[S:16][CH3:17])(=[O:10])=[O:9])=[CH:4][C:3]=1Br.[C:22]1([CH3:37])[CH:27]=[CH:26][CH:25]=[CH:24][C:23]=1C1C=CC=CC=1B(O)O.C([O-])([O-])=O.[Na+].[Na+].C(O)C. The catalyst is C1C=CC([P]([Pd]([P](C2C=CC=CC=2)(C2C=CC=CC=2)C2C=CC=CC=2)([P](C2C=CC=CC=2)(C2C=CC=CC=2)C2C=CC=CC=2)[P](C2C=CC=CC=2)(C2C=CC=CC=2)C2C=CC=CC=2)(C2C=CC=CC=2)C2C=CC=CC=2)=CC=1.C1(C)C=CC=CC=1. The product is [NH2:1][C:2]1[N:7]=[CH:6][C:5]([S:8]([C:11]2[CH:12]=[C:13]([C:18]([NH2:20])=[O:19])[S:14][C:15]=2[S:16][CH3:17])(=[O:10])=[O:9])=[CH:4][C:3]=1[C:23]1[CH:24]=[CH:25][CH:26]=[CH:27][C:22]=1[CH3:37]. The yield is 0.320. (2) The reactants are [F:1][C:2]1[CH:7]=[C:6]([F:8])[CH:5]=[C:4]([F:9])[C:3]=1[CH:10]([C:16]([O:18]CC)=O)[C:11](OCC)=[O:12].C(N(CCCC)CCCC)CCC.[NH2:34][C:35]1[N:39]=[CH:38][NH:37][N:36]=1. The catalyst is C(O)C. The product is [F:1][C:2]1[CH:7]=[C:6]([F:8])[CH:5]=[C:4]([F:9])[C:3]=1[C:10]1[C:16]([OH:18])=[N:34][C:35]2[N:36]([N:37]=[CH:38][N:39]=2)[C:11]=1[OH:12]. The yield is 0.970. (3) The catalyst is [Br-].C([N+](CCCC)(CCCC)CCCC)CCC.ClCCl. The reactants are [O:1]([C:3]1[CH:4]=[CH:5][C:6]2[N:10]=[N:9][NH:8][C:7]=2[CH:11]=1)[CH3:2].[OH-].[Na+].[Cl:14][CH2:15][CH2:16][CH2:17][CH2:18]Br. The product is [O:1]([C:3]1[CH:4]=[CH:5][C:6]2[N:10]=[N:9][N:8]([CH2:18][CH2:17][CH2:16][CH2:15][Cl:14])[C:7]=2[CH:11]=1)[CH3:2]. The yield is 0.750. (4) The reactants are [CH3:1][C:2]1[CH:16]=[CH:15][C:5]2[N:6]=[C:7]([C:9]3[CH:14]=[CH:13][CH:12]=[CH:11][CH:10]=3)[S:8][C:4]=2[CH:3]=1.C1C(=O)N([Br:24])C(=O)C1.CC(N=NC(C#N)(C)C)(C#N)C.C(Cl)(Cl)(Cl)Cl. The catalyst is C(Cl)(Cl)Cl. The product is [Br:24][CH2:1][C:2]1[CH:16]=[CH:15][C:5]2[N:6]=[C:7]([C:9]3[CH:14]=[CH:13][CH:12]=[CH:11][CH:10]=3)[S:8][C:4]=2[CH:3]=1. The yield is 0.690. (5) The reactants are C1(S([CH:10]([CH2:24][CH2:25][CH2:26][CH2:27]/[CH:28]=[CH:29]\[CH2:30]/[CH:31]=[CH:32]\[CH2:33]/[CH:34]=[CH:35]\[CH2:36]/[CH:37]=[CH:38]\[CH2:39][CH2:40][CH2:41][CH2:42][CH3:43])[CH2:11][CH2:12][CH2:13][CH2:14][CH2:15][CH2:16][CH2:17][CH2:18][CH2:19][CH2:20][C:21]([OH:23])=[O:22])(=O)=O)C=CC=CC=1. The catalyst is CO.C(OCC)(=O)C.CCCCCC.[Na].[Hg]. The product is [C:21]([OH:23])(=[O:22])[CH2:20][CH2:19][CH2:18][CH2:17][CH2:16][CH2:15][CH2:14][CH2:13][CH2:12][CH2:11][CH2:10][CH2:24][CH2:25][CH2:26][CH2:27]/[CH:28]=[CH:29]\[CH2:30]/[CH:31]=[CH:32]\[CH2:33]/[CH:34]=[CH:35]\[CH2:36]/[CH:37]=[CH:38]\[CH2:39][CH2:40][CH2:41][CH2:42][CH3:43]. The yield is 0.510. (6) The reactants are [CH3:1][NH:2][C:3]1[N:8]=[C:7]([Br:9])[CH:6]=[CH:5][CH:4]=1.[CH2:10]([N:17]=[C:18]=[O:19])[CH2:11][CH2:12][CH2:13][CH2:14][CH2:15][CH3:16]. No catalyst specified. The product is [Br:9][C:7]1[N:8]=[C:3]([N:2]([CH3:1])[C:18]([NH:17][CH2:10][CH2:11][CH2:12][CH2:13][CH2:14][CH2:15][CH3:16])=[O:19])[CH:4]=[CH:5][CH:6]=1. The yield is 0.710.